From a dataset of Forward reaction prediction with 1.9M reactions from USPTO patents (1976-2016). Predict the product of the given reaction. (1) The product is: [C:1]([O:5][C:6]([C:8]1[CH:13]=[CH:12][C:11]([C:14]2([OH:36])[CH2:18][C:17]([C:23]3[CH:24]=[C:25]([Cl:30])[CH:26]=[C:27]([Cl:29])[CH:28]=3)([C:19]([F:20])([F:22])[F:21])[S:16][CH:15]2[C:31]([OH:33])=[O:32])=[CH:10][C:9]=1[CH3:37])=[O:7])([CH3:4])([CH3:3])[CH3:2]. Given the reactants [C:1]([O:5][C:6]([C:8]1[CH:13]=[CH:12][C:11]([C:14]2([OH:36])[CH2:18][C:17]([C:23]3[CH:28]=[C:27]([Cl:29])[CH:26]=[C:25]([Cl:30])[CH:24]=3)([C:19]([F:22])([F:21])[F:20])[S:16][CH:15]2[C:31]([O:33]CC)=[O:32])=[CH:10][C:9]=1[CH3:37])=[O:7])([CH3:4])([CH3:3])[CH3:2].[OH-].Cl, predict the reaction product. (2) Given the reactants [Cl:1][C:2]1[CH:3]=[C:4]([CH:8]2[C:14]3[CH:15]=[C:16]([CH:19]([C:26]4[CH:31]=[CH:30][C:29]([Cl:32])=[CH:28][CH:27]=4)[C:20]4[N:24]([CH3:25])[CH:23]=[N:22][CH:21]=4)[CH:17]=[CH:18][C:13]=3[N:12]=[C:11]([NH:33][NH2:34])[CH2:10][S:9]2)[CH:5]=[CH:6][CH:7]=1.[N:35]([O-])=O.[Na+].C([O-])([O-])=O.[K+].[K+], predict the reaction product. The product is: [Cl:1][C:2]1[CH:3]=[C:4]([CH:8]2[C:14]3[CH:15]=[C:16]([CH:19]([C:26]4[CH:31]=[CH:30][C:29]([Cl:32])=[CH:28][CH:27]=4)[C:20]4[N:24]([CH3:25])[CH:23]=[N:22][CH:21]=4)[CH:17]=[CH:18][C:13]=3[N:12]3[N:35]=[N:34][N:33]=[C:11]3[CH2:10][S:9]2)[CH:5]=[CH:6][CH:7]=1. (3) The product is: [C:20]([Si:24]([CH3:39])([CH3:40])[O:25][C:26]1[CH:27]=[C:28]2[C:29](=[CH:37][CH:38]=1)[C:30](=[O:31])[O:43][C:42]2([CH3:44])[CH3:41])([CH3:21])([CH3:22])[CH3:23]. Given the reactants CN(C)CCN(C)C.[Li]C(CC)C.C1CCCCC1.[C:20]([Si:24]([CH3:40])([CH3:39])[O:25][C:26]1[CH:38]=[CH:37][C:29]([C:30](N(CC)CC)=[O:31])=[CH:28][CH:27]=1)([CH3:23])([CH3:22])[CH3:21].[CH3:41][C:42]([CH3:44])=[O:43], predict the reaction product.